Regression/Classification. Given a drug SMILES string, predict its absorption, distribution, metabolism, or excretion properties. Task type varies by dataset: regression for continuous measurements (e.g., permeability, clearance, half-life) or binary classification for categorical outcomes (e.g., BBB penetration, CYP inhibition). Dataset: cyp2c19_veith. From a dataset of CYP2C19 inhibition data for predicting drug metabolism from PubChem BioAssay. (1) The compound is c1nc(N2CC2)c2cnn([C@@H]3CCCCO3)c2n1. The result is 0 (non-inhibitor). (2) The drug is COc1cc(NC(=O)Cc2c(C(=O)O)[nH]c3ccccc23)cc(OC)c1OC. The result is 0 (non-inhibitor). (3) The drug is FC(F)(F)c1ccccc1-c1ccc2ncnc(NCc3cccnc3)c2c1. The result is 1 (inhibitor). (4) The compound is CN1CCN(c2ncc3nc(-c4cn(C)c5ccccc45)c(=O)n(CCc4ccccc4)c3n2)CC1. The result is 0 (non-inhibitor). (5) The drug is C[C@@H](CN1CCC(Cc2ccccc2)CC1)[C@@H](O)c1ccc(O)cc1. The result is 0 (non-inhibitor). (6) The drug is Cn1c(=O)c(-c2ccc(F)cc2)nc2cnc(N3CCOCC3)nc21. The result is 0 (non-inhibitor). (7) The compound is Cc1ccccc1-n1nc2c(c1NC(=O)c1ccc(S(=O)(=O)N(C)C)cc1)CSC2. The result is 0 (non-inhibitor). (8) The molecule is COc1ccccc1N1CCN(CCCCNS(=O)(=O)c2cccc3c(N(C)C)cccc23)CC1. The result is 1 (inhibitor). (9) The compound is COc1ccccc1CN1CCCC2(CCN(S(=O)(=O)c3ccccc3)CC2)C1. The result is 0 (non-inhibitor).